From a dataset of Catalyst prediction with 721,799 reactions and 888 catalyst types from USPTO. Predict which catalyst facilitates the given reaction. (1) Reactant: [NH:1]1[CH2:4][CH:3]([CH:5]([C:14]2[CH:19]=[CH:18][CH:17]=[CH:16][CH:15]=2)[N:6]2[CH:10]=[C:9]([N+:11]([O-:13])=[O:12])[CH:8]=[N:7]2)[CH2:2]1.C=O.[C:22](O[BH-](OC(=O)C)OC(=O)C)(=O)C.[Na+]. Product: [CH3:22][N:1]1[CH2:2][CH:3]([CH:5]([C:14]2[CH:19]=[CH:18][CH:17]=[CH:16][CH:15]=2)[N:6]2[CH:10]=[C:9]([N+:11]([O-:13])=[O:12])[CH:8]=[N:7]2)[CH2:4]1. The catalyst class is: 35. (2) Reactant: C[O:2][C:3]1[CH:8]=[CH:7][C:6]([C:9]2[CH:10]=[CH:11][CH:12]=[C:13]3[C:17]=2[N:16]([CH2:18][CH2:19][CH3:20])[N:15]=[C:14]3[C:21]2[CH:26]=[CH:25][C:24]([O:27]C)=[CH:23][CH:22]=2)=[CH:5][CH:4]=1.ClC1C=CC=C2C=1N(CCC)N=C2C1C=CC(OC)=CC=1.COC1C=CC([Mg]Br)=CC=1. The catalyst class is: 62. Product: [OH:27][C:24]1[CH:23]=[CH:22][C:21]([C:14]2[C:13]3[C:17](=[C:9]([C:6]4[CH:7]=[CH:8][C:3]([OH:2])=[CH:4][CH:5]=4)[CH:10]=[CH:11][CH:12]=3)[N:16]([CH2:18][CH2:19][CH3:20])[N:15]=2)=[CH:26][CH:25]=1. (3) Reactant: C[N:2]([CH:4]=[C:5]1[C:11]2[CH:12]=[C:13]([N:16]3[CH2:20][C@H:19]([CH2:21][NH:22][C:23](=[O:25])[CH3:24])[O:18][C:17]3=[O:26])[CH:14]=[CH:15][C:10]=2[CH2:9][CH2:8][CH2:7][C:6]1=[O:27])C.NOS(O)(=O)=O.C(=O)(O)[O-].[Na+]. Product: [CH:4]1[C:5]2[C:11]3[CH:12]=[C:13]([N:16]4[CH2:20][C@H:19]([CH2:21][NH:22][C:23](=[O:25])[CH3:24])[O:18][C:17]4=[O:26])[CH:14]=[CH:15][C:10]=3[CH2:9][CH2:8][CH2:7][C:6]=2[O:27][N:2]=1. The catalyst class is: 5. (4) Reactant: [H-].[Al+3].[Li+].[H-].[H-].[H-].[CH2:7]([NH:10][C:11]([C:13]1[S:30][C:16]2[N:17]=[C:18]([NH2:29])[N:19]=[C:20]([C:21]3[CH:26]=[CH:25][C:24]([CH3:27])=[CH:23][C:22]=3[CH3:28])[C:15]=2[CH:14]=1)=O)[CH2:8][CH3:9].O.[OH-].[Na+]. Product: [CH3:28][C:22]1[CH:23]=[C:24]([CH3:27])[CH:25]=[CH:26][C:21]=1[C:20]1[C:15]2[CH:14]=[C:13]([CH2:11][NH:10][CH2:7][CH2:8][CH3:9])[S:30][C:16]=2[N:17]=[C:18]([NH2:29])[N:19]=1. The catalyst class is: 56. (5) Reactant: [O:1]1[C:5]2[CH:6]=[CH:7][CH:8]=[CH:9][C:4]=2[C:3]([NH:10][C:11]([N:13]2[CH2:18][CH2:17][N:16]([C:19]3[S:23][N:22]=[C:21]([N:24]4[CH2:29][CH2:28][CH:27]([C:30](O)=[O:31])[CH2:26][CH2:25]4)[N:20]=3)[CH2:15][CH2:14]2)=[O:12])=[N:2]1.ON1C2C=CC=CC=2N=N1.Cl.CN(C)CCCN=C=NCC.[NH2:55][CH2:56][CH2:57][NH:58][C:59](=[O:65])[O:60][C:61]([CH3:64])([CH3:63])[CH3:62]. Product: [O:1]1[C:5]2[CH:6]=[CH:7][CH:8]=[CH:9][C:4]=2[C:3]([NH:10][C:11]([N:13]2[CH2:14][CH2:15][N:16]([C:19]3[S:23][N:22]=[C:21]([N:24]4[CH2:25][CH2:26][CH:27]([C:30]([NH:55][CH2:56][CH2:57][NH:58][C:59](=[O:65])[O:60][C:61]([CH3:63])([CH3:62])[CH3:64])=[O:31])[CH2:28][CH2:29]4)[N:20]=3)[CH2:17][CH2:18]2)=[O:12])=[N:2]1. The catalyst class is: 35.